From a dataset of Catalyst prediction with 721,799 reactions and 888 catalyst types from USPTO. Predict which catalyst facilitates the given reaction. Reactant: [Cl:1][C:2]1[CH:41]=[CH:40][CH:39]=[C:38]([Cl:42])[C:3]=1[CH2:4][C:5]1[CH:14]=[C:13]([NH:15][C:16]2[CH:21]=[CH:20][C:19]([N:22]3[CH2:27][CH2:26][N:25](C(OC(C)(C)C)=O)[CH2:24][CH2:23]3)=[CH:18][C:17]=2[O:35][CH3:36])[C:12]2[C:11](=[O:37])[NH:10][CH:9]=[CH:8][C:7]=2[N:6]=1.FC(F)(F)C(O)=O. Product: [Cl:42][C:38]1[CH:39]=[CH:40][CH:41]=[C:2]([Cl:1])[C:3]=1[CH2:4][C:5]1[CH:14]=[C:13]([NH:15][C:16]2[CH:21]=[CH:20][C:19]([N:22]3[CH2:27][CH2:26][NH:25][CH2:24][CH2:23]3)=[CH:18][C:17]=2[O:35][CH3:36])[C:12]2[C:11](=[O:37])[NH:10][CH:9]=[CH:8][C:7]=2[N:6]=1. The catalyst class is: 4.